Dataset: hERG potassium channel inhibition data for cardiac toxicity prediction from Karim et al.. Task: Regression/Classification. Given a drug SMILES string, predict its toxicity properties. Task type varies by dataset: regression for continuous values (e.g., LD50, hERG inhibition percentage) or binary classification for toxic/non-toxic outcomes (e.g., AMES mutagenicity, cardiotoxicity, hepatotoxicity). Dataset: herg_karim. (1) The compound is Cc1ccc2c(-c3nnc(SCCCN4CC5CC5(c5ccc(C#N)cc5)C4)n3C)cccc2n1. The result is 1 (blocker). (2) The drug is COc1ccc(C2CN(CCc3ccc(OC)c(OC)c3)CC2CC(=O)NCc2cccc(Cl)c2)cc1. The result is 1 (blocker).